Dataset: Full USPTO retrosynthesis dataset with 1.9M reactions from patents (1976-2016). Task: Predict the reactants needed to synthesize the given product. (1) Given the product [CH2:38]([O:37][C:35]1[N:34]=[C:33]2[C:29]([N:30]=[C:31]([O:62][CH3:63])[N:32]2[CH2:42][CH2:43][CH2:44][CH2:45][CH:46]2[CH2:47][CH2:48][NH:49][CH2:50][CH2:51]2)=[C:28]([NH2:27])[N:36]=1)[CH2:39][CH2:40][CH3:41], predict the reactants needed to synthesize it. The reactants are: C(OC1N=C2C(N=C(OC)N2CCCC2CCCCN2)=C(N)N=1)CCC.[NH2:27][C:28]1[N:36]=[C:35]([O:37][CH2:38][CH2:39][CH2:40][CH3:41])[N:34]=[C:33]2[C:29]=1[N:30]=[C:31]([O:62][CH3:63])[N:32]2[CH2:42][CH2:43][CH2:44][CH2:45][CH:46]1[CH2:51][CH2:50][N:49](C(OCC2C=CC=CC=2)=O)[CH2:48][CH2:47]1. (2) Given the product [Cl:1][C:2]1[CH:10]=[C:9]([I:11])[CH:8]=[C:7]([Cl:12])[C:3]=1[C:4]([NH:20][C:19]1[C:18]([F:21])=[CH:17][N:16]=[CH:15][C:14]=1[F:13])=[O:5], predict the reactants needed to synthesize it. The reactants are: [Cl:1][C:2]1[CH:10]=[C:9]([I:11])[CH:8]=[C:7]([Cl:12])[C:3]=1[C:4](Cl)=[O:5].[F:13][C:14]1[CH:15]=[N:16][CH:17]=[C:18]([F:21])[C:19]=1[NH2:20].O1CCOCC1. (3) Given the product [CH3:25][N:26]([CH3:27])[C:14]([C:4]1[CH:5]=[C:6]2[C:11](=[CH:12][C:3]=1[O:2][CH3:1])[N:10]=[CH:9][CH:8]=[C:7]2[Cl:13])=[O:15], predict the reactants needed to synthesize it. The reactants are: [CH3:1][O:2][C:3]1[CH:12]=[C:11]2[C:6]([C:7]([Cl:13])=[CH:8][CH:9]=[N:10]2)=[CH:5][C:4]=1[C:14](Cl)=[O:15].COC1C=[C:27]2C(C(=O)C=[CH:25][NH:26]2)=CC=1C(O)=O.C(N(C(C)C)CC)(C)C.O1CCCC1.CNC. (4) Given the product [Br:6][C:7]1[C:8]([Cl:16])=[C:9]([CH:13]=[CH:14][CH:15]=1)[C:10]([O:5][CH3:4])=[O:11], predict the reactants needed to synthesize it. The reactants are: CN([CH:4]=[O:5])C.[Br:6][C:7]1[C:8]([Cl:16])=[C:9]([CH:13]=[CH:14][CH:15]=1)[C:10](O)=[O:11].CI.C(=O)([O-])[O-].[K+].[K+]. (5) Given the product [Br:16][C:5]1[C:6]2[C:11](=[CH:10][C:9]([N+:12]([O-:14])=[O:13])=[CH:8][CH:7]=2)[N:3]([CH2:1][CH3:2])[C:4]=1[CH3:15].[CH2:1]([N:3]1[C:11]2[C:6](=[CH:7][CH:8]=[C:9]([N+:12]([O-:14])=[O:13])[CH:10]=2)[CH:5]=[C:4]1[CH3:15])[CH3:2], predict the reactants needed to synthesize it. The reactants are: [CH2:1]([N:3]1[C:11]2[C:6](=[CH:7][CH:8]=[C:9]([N+:12]([O-:14])=[O:13])[CH:10]=2)[CH:5]=[C:4]1[CH3:15])[CH3:2].[Br:16]NC(=O)CCC(N)=O.C(OCC)(=O)C. (6) Given the product [O:20]1[CH2:21][CH2:22][O:23][CH2:24][CH:19]1[C:18]1[C:12]2[S:11][C:10]([NH:9][C:7](=[O:8])[C:6]3[CH:27]=[CH:28][N:29]=[C:4]([O:20][CH:19]4[CH2:24][CH2:37][O:38][CH2:17][CH2:18]4)[CH:5]=3)=[N:14][C:13]=2[C:15]([O:25][CH3:26])=[CH:16][CH:17]=1, predict the reactants needed to synthesize it. The reactants are: [H-].[Na+].Br[C:4]1[CH:5]=[C:6]([CH:27]=[CH:28][N:29]=1)[C:7]([NH:9][C:10]1[S:11][C:12]2[C:18]([CH:19]3[CH2:24][O:23][CH2:22][CH2:21][O:20]3)=[CH:17][CH:16]=[C:15]([O:25][CH3:26])[C:13]=2[N:14]=1)=[O:8].C(Cl)(Cl)Cl.CN([CH:37]=[O:38])C. (7) Given the product [Cl:20][C:21]1[CH:28]=[CH:27][CH:26]=[C:25]([Cl:29])[C:22]=1[CH2:23][C:7]1([C:8]([O:10][CH2:11][CH3:12])=[O:9])[CH2:6][CH2:5][CH2:4][NH:3][C:2]1=[O:1], predict the reactants needed to synthesize it. The reactants are: [O:1]=[C:2]1[CH:7]([C:8]([O:10][CH2:11][CH3:12])=[O:9])[CH2:6][CH2:5][CH2:4][NH:3]1.C(O)C.CC[O-].[Na+].[Cl:20][C:21]1[CH:28]=[CH:27][CH:26]=[C:25]([Cl:29])[C:22]=1[CH2:23]Br.